Dataset: Reaction yield outcomes from USPTO patents with 853,638 reactions. Task: Predict the reaction yield, written as a fraction of the theoretical maximum amount of product (1.0 means a 100% yield; for example, 0.34 means a 34% yield). The reactants are CC([O-])(C)C.[Na+].C(N1CCN2CCN(CC(C)C)P1N(CC(C)C)CC2)C(C)C.Cl[C:31]1[CH:36]=[CH:35][C:34]([CH2:37][CH3:38])=[CH:33][N:32]=1.[F:39][C:40]1[CH:45]=[C:44]([S:46]([CH3:49])(=[O:48])=[O:47])[CH:43]=[CH:42][C:41]=1[NH:50][C@H:51]1[CH2:55][CH2:54][N:53]([CH:56]2[CH2:61][CH2:60][NH:59][CH2:58][CH2:57]2)[C:52]1=[O:62]. The catalyst is CCOC(C)=O.C1C=CC(/C=C/C(/C=C/C2C=CC=CC=2)=O)=CC=1.C1C=CC(/C=C/C(/C=C/C2C=CC=CC=2)=O)=CC=1.C1C=CC(/C=C/C(/C=C/C2C=CC=CC=2)=O)=CC=1.[Pd].[Pd].C1(C)C=CC=CC=1. The product is [CH2:37]([C:34]1[CH:35]=[CH:36][C:31]([N:59]2[CH2:58][CH2:57][CH:56]([N:53]3[CH2:54][CH2:55][CH:51]([NH:50][C:41]4[CH:42]=[CH:43][C:44]([S:46]([CH3:49])(=[O:47])=[O:48])=[CH:45][C:40]=4[F:39])[C:52]3=[O:62])[CH2:61][CH2:60]2)=[N:32][CH:33]=1)[CH3:38]. The yield is 0.540.